This data is from Full USPTO retrosynthesis dataset with 1.9M reactions from patents (1976-2016). The task is: Predict the reactants needed to synthesize the given product. (1) Given the product [OH:8][CH2:9][CH2:10][CH2:11][C:12]1[CH:13]=[CH:14][C:15]([C@@H:18]2[CH2:27][CH2:26][C@@:20]3([NH:24][C:23](=[O:25])[O:22][CH2:21]3)[CH2:19]2)=[CH:16][CH:17]=1, predict the reactants needed to synthesize it. The reactants are: C([O:8][CH2:9][C:10]#[C:11][C:12]1[CH:17]=[CH:16][C:15]([C@@H:18]2[CH2:27][CH2:26][C@@:20]3([NH:24][C:23](=[O:25])[O:22][CH2:21]3)[CH2:19]2)=[CH:14][CH:13]=1)C1C=CC=CC=1. (2) The reactants are: [CH3:1][O:2][C:3]1[CH:15]=[CH:14][C:6]([CH2:7][NH:8][C:9]2[S:10][CH:11]=[CH:12][N:13]=2)=[CH:5][CH:4]=1.C[Si]([N-][Si](C)(C)C)(C)C.[Li+].[Br:26][C:27]1[C:36]2[C:31](=[CH:32][C:33]([S:37](Cl)(=[O:39])=[O:38])=[CH:34][CH:35]=2)[CH:30]=[N:29][C:28]=1[OH:41]. Given the product [Br:26][C:27]1[C:36]2[C:31](=[CH:32][C:33]([S:37]([N:8]([CH2:7][C:6]3[CH:5]=[CH:4][C:3]([O:2][CH3:1])=[CH:15][CH:14]=3)[C:9]3[S:10][CH:11]=[CH:12][N:13]=3)(=[O:38])=[O:39])=[CH:34][CH:35]=2)[CH:30]=[N:29][C:28]=1[OH:41], predict the reactants needed to synthesize it. (3) Given the product [F:43][C:44]1[CH:52]=[CH:51][C:47]([C:48](/[N:31]=[C:14]2/[N:13]([C@H:10]3[CH2:9][CH2:8][C@@H:7]([C:5](=[O:6])[NH:4][CH:1]([CH3:2])[CH3:3])[CH2:12][CH2:11]3)[C:21]3[CH:20]=[C:19]([O:22][CH2:23][CH2:24][N:25]4[CH2:30][CH2:29][CH2:28][CH2:27][CH2:26]4)[N:18]=[CH:17][C:16]=3[NH:15]/2)=[O:50])=[CH:46][C:45]=1[C:53]([F:56])([F:55])[F:54], predict the reactants needed to synthesize it. The reactants are: [CH:1]([NH:4][C:5]([C@@H:7]1[CH2:12][CH2:11][C@H:10]([N:13]2[C:21]3[CH:20]=[C:19]([O:22][CH2:23][CH2:24][N:25]4[CH2:30][CH2:29][CH2:28][CH2:27][CH2:26]4)[N:18]=[CH:17][C:16]=3[NH:15]/[C:14]/2=[N:31]\C(C2C=CC3C=CSC=3C=2)=O)[CH2:9][CH2:8]1)=[O:6])([CH3:3])[CH3:2].[F:43][C:44]1[CH:52]=[CH:51][C:47]([C:48]([OH:50])=O)=[CH:46][C:45]=1[C:53]([F:56])([F:55])[F:54]. (4) The reactants are: F[P-](F)(F)(F)(F)F.CN(C(ON1C2=NC=CC=C2N=N1)=[N+](C)C)C.C(N(CC)C(C)C)(C)C.[C:34]([O:38][C:39]([NH:41][CH2:42][C@H:43]1[CH2:48][CH2:47][C@H:46]([C:49]([NH:51][C@H:52]([C:70](=[O:83])[NH:71][C:72]2[CH:77]=[CH:76][C:75]([C:78]3[N:79]=[N:80][NH:81][N:82]=3)=[CH:74][CH:73]=2)[CH2:53][C:54]2[CH:59]=[CH:58][C:57]([C:60]3[C:65]([CH3:66])=[CH:64][CH:63]=[C:62]([C:67](O)=[O:68])[CH:61]=3)=[CH:56][CH:55]=2)=[O:50])[CH2:45][CH2:44]1)=[O:40])([CH3:37])([CH3:36])[CH3:35].[C:84]([O:88][C:89]([N:91]1[CH2:96][CH2:95][NH:94][CH2:93][CH2:92]1)=[O:90])([CH3:87])([CH3:86])[CH3:85]. Given the product [C:34]([O:38][C:39]([NH:41][CH2:42][C@H:43]1[CH2:48][CH2:47][C@H:46]([C:49]([NH:51][C@H:52]([C:70](=[O:83])[NH:71][C:72]2[CH:73]=[CH:74][C:75]([C:78]3[N:79]=[N:80][NH:81][N:82]=3)=[CH:76][CH:77]=2)[CH2:53][C:54]2[CH:59]=[CH:58][C:57]([C:60]3[C:65]([CH3:66])=[CH:64][CH:63]=[C:62]([C:67]([N:94]4[CH2:95][CH2:96][N:91]([C:89]([O:88][C:84]([CH3:87])([CH3:85])[CH3:86])=[O:90])[CH2:92][CH2:93]4)=[O:68])[CH:61]=3)=[CH:56][CH:55]=2)=[O:50])[CH2:45][CH2:44]1)=[O:40])([CH3:37])([CH3:35])[CH3:36], predict the reactants needed to synthesize it. (5) Given the product [CH2:17]([N:1]([C@@H:2]1[CH2:7][CH2:6][C@H:5]([C:8]([O:10][CH2:8][C:5]2[CH:6]=[CH:7][CH:2]=[CH:3][CH:4]=2)=[O:9])[CH2:4][CH2:3]1)[CH2:17][C:18]1[CH:23]=[CH:22][CH:21]=[CH:20][CH:19]=1)[C:18]1[CH:23]=[CH:22][CH:21]=[CH:20][CH:19]=1, predict the reactants needed to synthesize it. The reactants are: [NH2:1][C@@H:2]1[CH2:7][CH2:6][C@H:5]([C:8]([OH:10])=[O:9])[CH2:4][CH2:3]1.C(=O)([O-])[O-].[K+].[K+].[CH2:17](Br)[C:18]1[CH:23]=[CH:22][CH:21]=[CH:20][CH:19]=1. (6) Given the product [CH:1]1([C:7]2[CH:8]=[C:9]([NH:19][C:26]([C:21]3[CH:22]=[CH:23][CH:24]=[CH:25][N:20]=3)=[O:27])[CH:10]=[N:11][C:12]=2[O:13][CH2:14][C:15]([F:16])([F:17])[F:18])[CH2:2][CH2:3][CH2:4][CH2:5][CH2:6]1, predict the reactants needed to synthesize it. The reactants are: [CH:1]1([C:7]2[CH:8]=[C:9]([NH2:19])[CH:10]=[N:11][C:12]=2[O:13][CH2:14][C:15]([F:18])([F:17])[F:16])[CH2:6][CH2:5][CH2:4][CH2:3][CH2:2]1.[N:20]1[CH:25]=[CH:24][CH:23]=[CH:22][C:21]=1[C:26](O)=[O:27]. (7) Given the product [CH3:12][N:9]1[C:8]([C:13]2[CH:14]=[C:15]3[C:20](=[CH:21][C:22]=2[C:23]([N:25]2[C@H:34]([CH2:35][N:36]4[CH2:37][CH2:38][O:39][CH2:40][CH2:41]4)[CH2:33][C:32]4[C:27](=[CH:28][CH:29]=[CH:30][CH:31]=4)[CH2:26]2)=[O:24])[CH2:19][NH:18][CH2:17][CH2:16]3)=[CH:7][C:6]([C:4]([OH:5])=[O:3])=[C:10]1[CH3:11], predict the reactants needed to synthesize it. The reactants are: C([O:3][C:4]([C:6]1[CH:7]=[C:8]([C:13]2[CH:14]=[C:15]3[C:20](=[CH:21][C:22]=2[C:23]([N:25]2[C@H:34]([CH2:35][N:36]4[CH2:41][CH2:40][O:39][CH2:38][CH2:37]4)[CH2:33][C:32]4[C:27](=[CH:28][CH:29]=[CH:30][CH:31]=4)[CH2:26]2)=[O:24])[CH2:19][N:18](C(OCC2C=CC=CC=2)=O)[CH2:17][CH2:16]3)[N:9]([CH3:12])[C:10]=1[CH3:11])=[O:5])C.[OH-].[Na+].